Dataset: Experimentally validated miRNA-target interactions with 360,000+ pairs, plus equal number of negative samples. Task: Binary Classification. Given a miRNA mature sequence and a target amino acid sequence, predict their likelihood of interaction. (1) The miRNA is hsa-miR-3944-3p with sequence UUCGGGCUGGCCUGCUGCUCCGG. The protein sequence of the target gene is MGLPRRAGDAAELRKSLKPLLEKRRRARINQSLSQLKGLILPLLGRENSNCSKLEKADVLEMTVRFLQELPASSWPTAAPLPCDSYREGYSACVARLARVLPACRVLEPAVSARLLEHLWRRAASATLDGGRAGDSSGPSAPAPAPASAPEPASAPVPSPPSPPCGPGLWRPW. Result: 0 (no interaction). (2) The miRNA is dme-miR-1-3p with sequence UGGAAUGUAAAGAAGUAUGGAG. The protein sequence of the target gene is MALTLFDTDEYRPPVWKSYLYQLQQEAPHPRRITCTCEVENRPKYYGREFHGMISREAADQLLIVAEGSYLIRESQRQPGTYTLALRFGSQTRNFRLYYDGKHFVGEKRFESIHDLVTDGLITLYIETKAAEYIAKMTINPIYEHVGYTTLNREPAYKKHMPVLKETHDERDSTGQDGVSEKRLTSLVRRATLKENEQIPKYEKIHNFKVHTFRGPHWCEYCANFMWGLIAQGVKCADCGLNVHKQCSKMVPNDCKPDLKHVKKVYSCDLTTLVKAHTTKRPMVVDMCIREIESRGLNSE.... Result: 0 (no interaction). (3) The miRNA is hsa-miR-4327 with sequence GGCUUGCAUGGGGGACUGG. The protein sequence of the target gene is MDALLGTGPRRARGCLGAAGPTSSGRAARTPAAPWARFSAWLECVCVVTFDLELGQALELVYPNDFRLTDKEKSSICYLSFPDSHSGCLGDTQFSFRMRQCGGQRSPWHADDRHYNSRAPVALQREPAHYFGYVYFRQVKDSSVKRGYFQKSLVLVSRLPFVRLFQALLSLIAPEYFDKLAPCLEAVCSEIDQWPAPAPGQTLNLPVMGVVVQVRIPSRVDKSESSPPKQFDQENLLPAPVVLASVHELDLFRCFRPVLTHMQTLWELMLLGEPLLVLAPSPDVSSEMVLALTSCLQPLR.... Result: 1 (interaction). (4) The miRNA is hsa-miR-3913-5p with sequence UUUGGGACUGAUCUUGAUGUCU. The protein sequence of the target gene is MSLAAYCVICCRRIGTSTSPPKSGTHWRDIRNIIKFTGSLILGGSLFLTYEVLALKKAVTLDTQVVEREKMKSYIYVHTVSLDKGENHGIAWQARKELHKAVRKVLATSAKILRNPFADPFSTVDIEDHECAVWLLLRKSKSDDKTTRLEAVREMSETHHWHDYQYRIIAQACDPKTLIGLARSEESDLRFFLLPPPLPSLKEDSSTEEELRQLLASLPQTELDECIQYFTSLALSESSQSLAAQKGGLWCFGGNGLPYAESFGEVPSATVEMFCLEAIVKHSEISTHCDKIEANGGLQL.... Result: 1 (interaction). (5) The miRNA is hsa-miR-548ah-5p with sequence AAAAGUGAUUGCAGUGUUUG. The protein sequence of the target gene is MARAMAAAWPLLLVALLVLSWPPPGTGDVVVQAPTQVPGFLGDSVTLPCYLQVPNMEVTHVSQLTWARHGESGSMAVFHQTQGPSYSESKRLEFVAARLGAELRNASLRMFGLRVEDEGNYTCLFVTFPQGSRSVDIWLRVLAKPQNTAEVQKVQLTGEPVPMARCVSTGGRPPAQITWHSDLGGMPNTSQVPGFLSGTVTVTSLWILVPSSQVDGKNVTCKVEHESFEKPQLLTVNLTVYYPPEVSISGYDNNWYLGQNEATLTCDARSNPEPTGYNWSTTMGPLPPFAVAQGAQLLIR.... Result: 1 (interaction). (6) The protein sequence of the target gene is MEEESGEELGLDRSTPKDFHFYHMDLYDSEDRLHLFPEENTRMRKVVQAEMANESRGAGDGKAQRDLQEEVDELVHLYGLEDDHELGDEFVDENIPRTGVSEYPPYMMKRRDPAREQRDWRLSGEAAEAEDLGFGGWGSAGQCQDLREAYRYTHGRASEEYECYVIPEEEDEEEAADVFCVTCKTPIRAFQKVFDEHKEHEVIPLNEALESAKDEIHKNMYKLEKQIIEMENFANHLEEVFITVEENFGKQEQNFESHYNEILETLAQKYEEKIQALGEKKKEKLEALYGQLVSCGENLD.... Result: 1 (interaction). The miRNA is hsa-miR-4309 with sequence CUGGAGUCUAGGAUUCCA. (7) The miRNA is hsa-miR-6130 with sequence UGAGGGAGUGGAUUGUAUG. The protein sequence of the target gene is MALSTRTQAACLLLLLLASLSSTTYLHQQMRQTTELQPLHGEESRADIAIPMQKRRKRDTNFPICIFCCKCCNNSQCGICCKT. Result: 0 (no interaction).